Dataset: Reaction yield outcomes from USPTO patents with 853,638 reactions. Task: Predict the reaction yield, written as a fraction of the theoretical maximum amount of product (1.0 means a 100% yield; for example, 0.34 means a 34% yield). (1) The reactants are [CH3:1][S:2]([C:5]1[CH:6]=[C:7]([C:11]2[O:15][C:14]([C:16]3[N:20]([CH2:21][C:22]([O:24]CC)=[O:23])[N:19]=[C:18]([C:27]([F:30])([F:29])[F:28])[CH:17]=3)=[CH:13][CH:12]=2)[CH:8]=[CH:9][CH:10]=1)(=[O:4])=[O:3].[OH-].[Li+]. The catalyst is C1COCC1.O. The product is [CH3:1][S:2]([C:5]1[CH:6]=[C:7]([C:11]2[O:15][C:14]([C:16]3[N:20]([CH2:21][C:22]([OH:24])=[O:23])[N:19]=[C:18]([C:27]([F:30])([F:28])[F:29])[CH:17]=3)=[CH:13][CH:12]=2)[CH:8]=[CH:9][CH:10]=1)(=[O:4])=[O:3]. The yield is 0.860. (2) The reactants are [Cl:1][C:2]1[N:7]2[N:8]=[C:9]([C:13]3[CH:18]=[CH:17][C:16]([F:19])=[CH:15][CH:14]=3)[C:10]([CH:11]=[O:12])=[C:6]2[CH:5]=[CH:4][CH:3]=1.[C:20]([Mg]Br)#[CH:21]. No catalyst specified. The product is [Cl:1][C:2]1[N:7]2[N:8]=[C:9]([C:13]3[CH:18]=[CH:17][C:16]([F:19])=[CH:15][CH:14]=3)[C:10]([CH:11]([OH:12])[C:20]#[CH:21])=[C:6]2[CH:5]=[CH:4][CH:3]=1. The yield is 0.880.